This data is from Forward reaction prediction with 1.9M reactions from USPTO patents (1976-2016). The task is: Predict the product of the given reaction. (1) Given the reactants [CH2:1]([O:3][C:4]([C:6]1[CH2:11][CH2:10][CH2:9][CH2:8][C:7]=1O)=[O:5])[CH3:2].[CH3:13][O:14][C:15]1[CH:20]=[CH:19][CH:18]=[CH:17][C:16]=1B(O)O.CN(C=O)C.C(=O)([O-])[O-].[Na+].[Na+], predict the reaction product. The product is: [CH2:1]([O:3][C:4]([C:6]1[CH2:11][CH2:10][CH2:9][CH2:8][C:7]=1[C:16]1[CH:17]=[CH:18][CH:19]=[CH:20][C:15]=1[O:14][CH3:13])=[O:5])[CH3:2]. (2) The product is: [O:15]1[C:20]2[CH:21]=[CH:22][C:23]([NH:25][C:9](=[O:11])[C:8]3[CH:7]=[C:6]([CH:5]=[CH:4][C:3]=3[O:2][CH3:1])[C:12]([NH2:14])=[O:13])=[CH:24][C:19]=2[O:18][CH2:17][CH2:16]1. Given the reactants [CH3:1][O:2][C:3]1[C:8]([C:9]([OH:11])=O)=[CH:7][C:6]([C:12]([NH2:14])=[O:13])=[CH:5][CH:4]=1.[O:15]1[C:20]2[CH:21]=[CH:22][C:23]([NH2:25])=[CH:24][C:19]=2[O:18][CH2:17][CH2:16]1, predict the reaction product. (3) Given the reactants [Cl:1][CH2:2][CH2:3][CH2:4][CH2:5][O:6][C:7]1[CH:8]=[CH:9][C:10]([N+:27]([O-])=O)=[C:11]([CH2:13][S:14]([C:17]2[C:26]3[C:21](=[CH:22][CH:23]=[CH:24][CH:25]=3)[CH:20]=[CH:19][CH:18]=2)(=[O:16])=[O:15])[CH:12]=1.C(O)=O, predict the reaction product. The product is: [Cl:1][CH2:2][CH2:3][CH2:4][CH2:5][O:6][C:7]1[CH:8]=[CH:9][C:10]([NH2:27])=[C:11]([CH2:13][S:14]([C:17]2[C:26]3[C:21](=[CH:22][CH:23]=[CH:24][CH:25]=3)[CH:20]=[CH:19][CH:18]=2)(=[O:16])=[O:15])[CH:12]=1. (4) The product is: [CH2:1]([O:8][C:9]([N:11]1[CH2:16][CH2:15][CH:14]([CH2:17][NH:18][C:19]2[CH:24]=[C:23]([CH3:25])[N:22]=[C:21]([NH:32][CH2:31][C:30]3[CH:33]=[CH:34][C:35]([O:37][CH3:38])=[CH:36][C:29]=3[O:28][CH3:27])[N:20]=2)[CH2:13][CH2:12]1)=[O:10])[C:2]1[CH:7]=[CH:6][CH:5]=[CH:4][CH:3]=1. Given the reactants [CH2:1]([O:8][C:9]([N:11]1[CH2:16][CH2:15][CH:14]([CH2:17][NH:18][C:19]2[CH:24]=[C:23]([CH3:25])[N:22]=[C:21](Cl)[N:20]=2)[CH2:13][CH2:12]1)=[O:10])[C:2]1[CH:7]=[CH:6][CH:5]=[CH:4][CH:3]=1.[CH3:27][O:28][C:29]1[CH:36]=[C:35]([O:37][CH3:38])[CH:34]=[CH:33][C:30]=1[CH2:31][NH2:32], predict the reaction product. (5) Given the reactants [CH3:1][O:2][C:3]([C@@H:5]1[CH2:9][CH2:8][CH2:7][C@@H:6]1[NH:10][CH2:11][C:12]1[CH:17]=[CH:16][C:15]([F:18])=[CH:14][CH:13]=1)=[O:4].[CH3:19][S:20]([NH:23][C:24]1[CH:39]=[CH:38][C:27]2[NH:28][C:29]([CH2:34][C:35](O)=[O:36])=[N:30][S:31](=[O:33])(=[O:32])[C:26]=2[CH:25]=1)(=[O:22])=[O:21].C1(N=C=NC2CCCCC2)CCCCC1, predict the reaction product. The product is: [CH3:1][O:2][C:3]([C@@H:5]1[CH2:9][CH2:8][CH2:7][C@@H:6]1[N:10]([CH2:11][C:12]1[CH:17]=[CH:16][C:15]([F:18])=[CH:14][CH:13]=1)[C:35](=[O:36])[CH2:34][C:29]1[NH:28][C:27]2[CH:38]=[CH:39][C:24]([NH:23][S:20]([CH3:19])(=[O:22])=[O:21])=[CH:25][C:26]=2[S:31](=[O:32])(=[O:33])[N:30]=1)=[O:4]. (6) Given the reactants [F:1][CH:2]1[CH2:6][CH2:5][NH:4][CH2:3]1.[H-].[Na+].[C:9]([C:11]1[CH:12]=[C:13]([C:18]2[O:22][N:21]=[C:20]([C:23]3[CH:32]=[CH:31][CH:30]=[C:29]4[C:24]=3[CH:25]=[CH:26][N:27]=[C:28]4[CH2:33][CH2:34][C:35]([O:37][C:38]([CH3:41])([CH3:40])[CH3:39])=[O:36])[N:19]=2)[CH:14]=[CH:15][C:16]=1F)#[N:10], predict the reaction product. The product is: [C:9]([C:11]1[CH:12]=[C:13]([C:18]2[O:22][N:21]=[C:20]([C:23]3[CH:32]=[CH:31][CH:30]=[C:29]4[C:24]=3[CH:25]=[CH:26][N:27]=[C:28]4[CH2:33][CH2:34][C:35]([O:37][C:38]([CH3:41])([CH3:40])[CH3:39])=[O:36])[N:19]=2)[CH:14]=[CH:15][C:16]=1[N:4]1[CH2:5][CH2:6][CH:2]([F:1])[CH2:3]1)#[N:10]. (7) Given the reactants [C:1]([O:5][C:6]([N:8]1[CH:13]2[CH2:14][CH2:15][CH:9]1[CH2:10][C:11](=[O:16])[CH2:12]2)=[O:7])([CH3:4])([CH3:3])[CH3:2].[Li+].C[Si]([N-][Si](C)(C)C)(C)C.C1C=CC(N([S:34]([C:37]([F:40])([F:39])[F:38])(=[O:36])=[O:35])[S:34]([C:37]([F:40])([F:39])[F:38])(=[O:36])=[O:35])=CC=1, predict the reaction product. The product is: [C:1]([O:5][C:6]([N:8]1[CH:13]2[CH2:14][CH2:15][CH:9]1[CH:10]=[C:11]([O:16][S:34]([C:37]([F:40])([F:39])[F:38])(=[O:36])=[O:35])[CH2:12]2)=[O:7])([CH3:4])([CH3:2])[CH3:3]. (8) The product is: [C:1]([OH:20])(=[O:19])[CH2:2][CH2:3][CH2:4][CH2:5][CH2:6][CH2:7][CH2:8]/[CH:9]=[CH:10]\[C:11]#[C:12][CH2:13][CH2:14][CH2:15][CH2:16][CH2:17][CH3:18]. Given the reactants [C:1]([O:20]C)(=[O:19])[CH2:2][CH2:3][CH2:4][CH2:5][CH2:6][CH2:7][CH2:8]/[CH:9]=[CH:10]\[C:11]#[C:12][CH2:13][CH2:14][CH2:15][CH2:16][CH2:17][CH3:18].[OH-].[Na+], predict the reaction product. (9) Given the reactants [O:1]1[CH2:6][CH2:5][CH2:4][CH2:3][CH:2]1[O:7][CH:8]1[CH:12]2[O:13][CH2:14][C:15](=O)[CH:11]2[O:10][CH2:9]1.[NH3:17].[BH4-].[Na+], predict the reaction product. The product is: [O:1]1[CH2:6][CH2:5][CH2:4][CH2:3][CH:2]1[O:7][CH:8]1[CH:12]2[O:13][CH2:14][CH:15]([NH2:17])[CH:11]2[O:10][CH2:9]1. (10) Given the reactants [N:1]([C:4]1[CH:8]=[C:7]([CH3:9])[O:6][N:5]=1)=[N+:2]=[N-:3].[CH3:10][O:11][C:12]1[CH:17]=[CH:16][C:15]([CH2:18][C:19]#[N:20])=[CH:14][CH:13]=1.C[O-].[Na+], predict the reaction product. The product is: [CH3:10][O:11][C:12]1[CH:17]=[CH:16][C:15]([C:18]2[N:3]=[N:2][N:1]([C:4]3[CH:8]=[C:7]([CH3:9])[O:6][N:5]=3)[C:19]=2[NH2:20])=[CH:14][CH:13]=1.